The task is: Predict the reactants needed to synthesize the given product.. This data is from Full USPTO retrosynthesis dataset with 1.9M reactions from patents (1976-2016). The reactants are: [CH:1]12[CH2:10][CH:5]3[CH2:6][CH:7]([CH2:9][CH:3]([CH2:4]3)[CH:2]1[NH:11][C:12]([N:14]1[CH2:19][CH2:18][C:17]3([C:28]4[C:23](=[CH:24][CH:25]=[CH:26][CH:27]=4)[CH2:22][NH:21][CH2:20]3)[CH2:16][CH2:15]1)=[O:13])[CH2:8]2.CCN(C(C)C)C(C)C.[CH3:38][N:39]=[C:40]=[O:41].Cl. Given the product [CH:1]12[CH2:10][CH:5]3[CH2:6][CH:7]([CH2:9][CH:3]([CH2:4]3)[CH:2]1[NH:11][C:12]([N:14]1[CH2:19][CH2:18][C:17]3([C:28]4[C:23](=[CH:24][CH:25]=[CH:26][CH:27]=4)[CH2:22][N:21]([C:40]([NH:39][CH3:38])=[O:41])[CH2:20]3)[CH2:16][CH2:15]1)=[O:13])[CH2:8]2, predict the reactants needed to synthesize it.